This data is from NCI-60 drug combinations with 297,098 pairs across 59 cell lines. The task is: Regression. Given two drug SMILES strings and cell line genomic features, predict the synergy score measuring deviation from expected non-interaction effect. (1) Drug 1: CCC1=CC2CC(C3=C(CN(C2)C1)C4=CC=CC=C4N3)(C5=C(C=C6C(=C5)C78CCN9C7C(C=CC9)(C(C(C8N6C)(C(=O)OC)O)OC(=O)C)CC)OC)C(=O)OC.C(C(C(=O)O)O)(C(=O)O)O. Drug 2: CN(C)C1=NC(=NC(=N1)N(C)C)N(C)C. Cell line: UO-31. Synergy scores: CSS=2.13, Synergy_ZIP=3.07, Synergy_Bliss=-2.87, Synergy_Loewe=-5.82, Synergy_HSA=-4.41. (2) Drug 1: C1C(C(OC1N2C=C(C(=O)NC2=O)F)CO)O. Drug 2: C(=O)(N)NO. Cell line: SNB-75. Synergy scores: CSS=23.1, Synergy_ZIP=-7.09, Synergy_Bliss=-4.00, Synergy_Loewe=-77.9, Synergy_HSA=-3.26. (3) Drug 1: CCC1=C2CN3C(=CC4=C(C3=O)COC(=O)C4(CC)O)C2=NC5=C1C=C(C=C5)O. Drug 2: CN(CCCl)CCCl.Cl. Cell line: NCI-H460. Synergy scores: CSS=51.9, Synergy_ZIP=2.24, Synergy_Bliss=0.495, Synergy_Loewe=1.34, Synergy_HSA=1.71.